Dataset: Choline transporter screen with 302,306 compounds. Task: Binary Classification. Given a drug SMILES string, predict its activity (active/inactive) in a high-throughput screening assay against a specified biological target. (1) The compound is s1c(N2CCC(CC2)C(=O)N2CCN(CC2)c2ccc(OC)cc2)nn2c1nc(cc2=O)CCC. The result is 0 (inactive). (2) The drug is Brc1ccc(C(=O)CC2N(C(=S)N(C2=O)c2ccccc2)c2ccccc2)cc1. The result is 0 (inactive).